The task is: Predict the reaction yield, written as a fraction of the theoretical maximum amount of product (1.0 means a 100% yield; for example, 0.34 means a 34% yield).. This data is from Reaction yield outcomes from USPTO patents with 853,638 reactions. (1) The yield is 0.560. The product is [Cl:20][C:21]1[N:26]=[C:25]([C:7]2[CH:6]=[N:5][N:4]([CH2:3][C:2]([CH3:1])([OH:19])[CH3:18])[CH:8]=2)[CH:24]=[CH:23][N:22]=1. The catalyst is O. The reactants are [CH3:1][C:2]([OH:19])([CH3:18])[CH2:3][N:4]1[CH:8]=[C:7](B2OC(C)(C)C(C)(C)O2)[CH:6]=[N:5]1.[Cl:20][C:21]1[N:26]=[C:25](Cl)[CH:24]=[CH:23][N:22]=1.P([O-])([O-])([O-])=O.[K+].[K+].[K+].C1COCC1. (2) The reactants are [CH3:1][O:2][C:3]1[CH:4]=[C:5]([C:9](=[O:16])[CH2:10][C:11]([O:13][CH2:14][CH3:15])=[O:12])[CH:6]=[CH:7][CH:8]=1.[H-].[Na+].Cl[CH2:20][C:21](=[O:23])[CH3:22].CCCCCC.CCOC(C)=O. The catalyst is C1COCC1. The product is [CH2:14]([O:13][C:11](=[O:12])[CH:10]([C:9](=[O:16])[C:5]1[CH:6]=[CH:7][CH:8]=[C:3]([O:2][CH3:1])[CH:4]=1)[CH2:20][C:21](=[O:23])[CH3:22])[CH3:15]. The yield is 0.670.